This data is from Reaction yield outcomes from USPTO patents with 853,638 reactions. The task is: Predict the reaction yield, written as a fraction of the theoretical maximum amount of product (1.0 means a 100% yield; for example, 0.34 means a 34% yield). The product is [C:19]([O:23][C:24](=[O:47])[N:25]([CH2:30][C:31]1[CH:36]=[CH:35][C:34]([Cl:37])=[C:33]([CH2:38][OH:39])[CH:32]=1)[CH2:26][CH:27]([F:29])[F:28])([CH3:22])([CH3:20])[CH3:21]. The yield is 0.370. The catalyst is C1COCC1.CCOC(C)=O. The reactants are CCCC[N+](CCCC)(CCCC)CCCC.[F-].[C:19]([O:23][C:24](=[O:47])[N:25]([CH2:30][C:31]1[CH:36]=[CH:35][C:34]([Cl:37])=[C:33]([C:38](C)(C)[O:39][SiH2]C(C)(C)C)[CH:32]=1)[CH2:26][CH:27]([F:29])[F:28])([CH3:22])([CH3:21])[CH3:20].